This data is from Reaction yield outcomes from USPTO patents with 853,638 reactions. The task is: Predict the reaction yield, written as a fraction of the theoretical maximum amount of product (1.0 means a 100% yield; for example, 0.34 means a 34% yield). (1) The reactants are C(OC([N:8]1[CH2:13][CH2:12][N:11]([CH:14]([C:21]2[CH:26]=[CH:25][CH:24]=[CH:23][CH:22]=2)[C:15]2[CH:20]=[CH:19][CH:18]=[CH:17][CH:16]=2)[CH2:10][CH2:9]1)=O)(C)(C)C.C(OCC)(=O)C. The catalyst is CO. The product is [CH:14]([N:11]1[CH2:12][CH2:13][NH:8][CH2:9][CH2:10]1)([C:21]1[CH:26]=[CH:25][CH:24]=[CH:23][CH:22]=1)[C:15]1[CH:20]=[CH:19][CH:18]=[CH:17][CH:16]=1. The yield is 0.680. (2) The reactants are [CH2:1]([O:3][CH:4]([C:11]1[CH:16]=[CH:15][C:14]([OH:17])=[CH:13][CH:12]=1)[CH2:5][C:6]([O:8][CH2:9][CH3:10])=[O:7])[CH3:2].[O:18]([C:25]1[CH:26]=[C:27]([CH:30]=[CH:31][CH:32]=1)[CH2:28]Cl)[C:19]1[CH:24]=[CH:23][CH:22]=[CH:21][CH:20]=1.C(=O)([O-])[O-].[K+].[K+].[I-].[K+].[Cl-].[NH4+]. The catalyst is CN(C)C=O. The product is [CH2:1]([O:3][CH:4]([C:11]1[CH:12]=[CH:13][C:14]([O:17][CH2:28][C:27]2[CH:30]=[CH:31][CH:32]=[C:25]([O:18][C:19]3[CH:24]=[CH:23][CH:22]=[CH:21][CH:20]=3)[CH:26]=2)=[CH:15][CH:16]=1)[CH2:5][C:6]([O:8][CH2:9][CH3:10])=[O:7])[CH3:2]. The yield is 0.930. (3) The reactants are [CH3:1][CH2:2][CH2:3]CCC.[CH2:7]([Li])[CH2:8][CH2:9][CH3:10].[CH2:12]([O:19]C1C=CC=CC=1Br)[C:13]1[CH:18]=[CH:17][CH:16]=[CH:15][CH:14]=1.[F:27][C:28]([F:38])([F:37])[C:29]1[CH:36]=[CH:35][C:32](C=O)=[CH:31][CH:30]=1.[OH2:39]. The catalyst is C1COCC1. The product is [CH2:7]([O:39][C:18]1[CH:17]=[CH:16][CH:15]=[CH:14][C:13]=1[CH:12]([C:35]1[CH:32]=[CH:31][CH:30]=[C:29]([C:28]([F:27])([F:37])[F:38])[CH:36]=1)[OH:19])[C:8]1[CH:3]=[CH:2][CH:1]=[CH:10][CH:9]=1. The yield is 0.800. (4) The reactants are [CH2:1]([O:3][CH2:4][C:5]([C:8]1[C:32]([F:33])=[CH:31][C:11]([N:12](CC2C=CC(OC)=CC=2)CC2C=CC(OC)=CC=2)=[CH:10][C:9]=1[F:34])([CH3:7])[CH3:6])[CH3:2].Cl. The catalyst is CO.[C].[Pd]. The product is [CH2:1]([O:3][CH2:4][C:5]([C:8]1[C:9]([F:34])=[CH:10][C:11]([NH2:12])=[CH:31][C:32]=1[F:33])([CH3:7])[CH3:6])[CH3:2]. The yield is 0.930. (5) The reactants are CN(C(ON1N=NC2C=CC=NC1=2)=[N+](C)C)C.F[P-](F)(F)(F)(F)F.CCN(C(C)C)C(C)C.[C:34]1([S:40][CH2:41][C@H:42]([NH:47][C:48]2[CH:53]=[CH:52][C:51]([S:54](=[O:57])(=[O:56])[NH2:55])=[CH:50][C:49]=2[S:58]([C:61]([F:64])([F:63])[F:62])(=[O:60])=[O:59])[CH2:43][C:44](O)=[O:45])[CH:39]=[CH:38][CH:37]=[CH:36][CH:35]=1.[Si:65]([O:82][CH2:83][CH2:84][N:85]1[CH2:90][CH2:89][NH:88][CH2:87][CH2:86]1)([C:78]([CH3:81])([CH3:80])[CH3:79])([C:72]1[CH:77]=[CH:76][CH:75]=[CH:74][CH:73]=1)[C:66]1[CH:71]=[CH:70][CH:69]=[CH:68][CH:67]=1. The catalyst is CC(N(C)C)=O.CCOC(C)=O. The product is [Si:65]([O:82][CH2:83][CH2:84][N:85]1[CH2:90][CH2:89][N:88]([C:44](=[O:45])[CH2:43][C@@H:42]([NH:47][C:48]2[CH:53]=[CH:52][C:51]([S:54]([NH2:55])(=[O:56])=[O:57])=[CH:50][C:49]=2[S:58]([C:61]([F:64])([F:62])[F:63])(=[O:60])=[O:59])[CH2:41][S:40][C:34]2[CH:35]=[CH:36][CH:37]=[CH:38][CH:39]=2)[CH2:87][CH2:86]1)([C:78]([CH3:79])([CH3:80])[CH3:81])([C:72]1[CH:73]=[CH:74][CH:75]=[CH:76][CH:77]=1)[C:66]1[CH:71]=[CH:70][CH:69]=[CH:68][CH:67]=1. The yield is 1.00. (6) The reactants are [ClH:1].Cl.Cl.N[C:5]1[CH:6]=[C:7]([CH:11]2[CH2:16][CH:15]3[CH2:17][CH2:18][N:12]2[CH2:13][CH2:14]3)[CH:8]=[N:9][CH:10]=1.N(OCCC(C)C)=O.C(Cl)(Cl)[Cl:28].[CH:31]([OH:34])([CH3:33])[CH3:32]. No catalyst specified. The product is [ClH:28].[ClH:1].[CH:31]([O:34][C:5]1[CH:6]=[C:7]([CH:11]2[CH2:16][CH:15]3[CH2:17][CH2:18][N:12]2[CH2:13][CH2:14]3)[CH:8]=[N:9][CH:10]=1)([CH3:33])[CH3:32]. The yield is 0.550. (7) The reactants are [Cl-].O[NH3+:3].[C:4](=[O:7])([O-])[OH:5].[Na+].CS(C)=O.[OH:13][C@H:14]1[CH2:18][CH2:17][CH2:16][C@H:15]1[O:19][C@H:20]1[CH2:25][CH2:24][C@H:23]([N:26]2[C:31](=[O:32])[C:30]([CH2:33][C:34]3[CH:39]=[CH:38][C:37]([C:40]4[C:41]([C:46]#[N:47])=[CH:42][CH:43]=[CH:44][CH:45]=4)=[CH:36][CH:35]=3)=[C:29]([CH2:48][CH2:49][CH3:50])[N:28]3[N:51]=[CH:52][N:53]=[C:27]23)[CH2:22][CH2:21]1. The catalyst is C(OCC)(=O)C. The product is [OH:13][C@H:14]1[CH2:18][CH2:17][CH2:16][C@H:15]1[O:19][C@H:20]1[CH2:21][CH2:22][C@H:23]([N:26]2[C:31](=[O:32])[C:30]([CH2:33][C:34]3[CH:39]=[CH:38][C:37]([C:40]4[CH:45]=[CH:44][CH:43]=[CH:42][C:41]=4[C:46]4[NH:3][C:4](=[O:7])[O:5][N:47]=4)=[CH:36][CH:35]=3)=[C:29]([CH2:48][CH2:49][CH3:50])[N:28]3[N:51]=[CH:52][N:53]=[C:27]23)[CH2:24][CH2:25]1. The yield is 0.240. (8) The reactants are [F:1][C:2]1[CH:3]=[C:4]([CH:6]=[CH:7][C:8]=1[N+:9]([O-:11])=[O:10])[NH2:5].[Br:12]Br.C([O-])([O-])=O.[Na+].[Na+]. The catalyst is C(O)(=O)C. The product is [Br:12][C:6]1[CH:7]=[C:8]([N+:9]([O-:11])=[O:10])[C:2]([F:1])=[CH:3][C:4]=1[NH2:5]. The yield is 0.840.